This data is from Full USPTO retrosynthesis dataset with 1.9M reactions from patents (1976-2016). The task is: Predict the reactants needed to synthesize the given product. (1) The reactants are: [Br:1][C:2]1[CH:3]=[CH:4][C:5]([C:9]([OH:11])=[O:10])=[N:6][C:7]=1Cl.[OH-].[K+].[F:14][C:15]([F:20])([F:19])[CH:16]([OH:18])[CH3:17].Cl. Given the product [Br:1][C:2]1[CH:3]=[CH:4][C:5]([C:9]([OH:11])=[O:10])=[N:6][C:7]=1[O:18][CH:16]([CH3:17])[C:15]([F:20])([F:19])[F:14], predict the reactants needed to synthesize it. (2) Given the product [C:1]([O:5][C:6]([N:8]1[CH2:9][CH2:10][CH:11]([O:14][C:15]2[N:16]=[N:17][C:18]([CH2:39][CH2:40][CH2:41][CH3:42])=[C:19]([C:21]3[CH:26]=[CH:25][C:24]([O:27][CH:28]4[CH2:33][CH2:32][CH2:31][CH2:30][CH2:29]4)=[C:23]([C:34]4[CH:38]=[N:37][N:36]([CH2:50][CH2:51][O:52][CH3:53])[CH:35]=4)[CH:22]=3)[CH:20]=2)[CH2:12][CH2:13]1)=[O:7])([CH3:4])([CH3:3])[CH3:2], predict the reactants needed to synthesize it. The reactants are: [C:1]([O:5][C:6]([N:8]1[CH2:13][CH2:12][CH:11]([O:14][C:15]2[N:16]=[N:17][C:18]([CH2:39][CH2:40][CH2:41][CH3:42])=[C:19]([C:21]3[CH:26]=[CH:25][C:24]([O:27][CH:28]4[CH2:33][CH2:32][CH2:31][CH2:30][CH2:29]4)=[C:23]([C:34]4[CH:35]=[N:36][NH:37][CH:38]=4)[CH:22]=3)[CH:20]=2)[CH2:10][CH2:9]1)=[O:7])([CH3:4])([CH3:3])[CH3:2].CC(C)([O-])C.[K+].Br[CH2:50][CH2:51][O:52][CH3:53]. (3) Given the product [Cl:1][C:2]1[C:3]([CH3:29])=[N:4][S:5][C:6]=1[NH:7][C:8](=[O:28])[C:9]([C:14]1[CH:15]=[CH:16][C:17]2[O:21][C:20]([CH2:22][C:23]([CH3:25])([CH3:24])[CH3:26])=[N:19][C:18]=2[CH:27]=1)=[CH:10][NH:11][CH2:13][CH3:31], predict the reactants needed to synthesize it. The reactants are: [Cl:1][C:2]1[C:3]([CH3:29])=[N:4][S:5][C:6]=1[NH:7][C:8](=[O:28])[C:9]([C:14]1[CH:15]=[CH:16][C:17]2[O:21][C:20]([CH2:22][C:23]([CH3:26])([CH3:25])[CH3:24])=[N:19][C:18]=2[CH:27]=1)=[CH:10][N:11]([CH3:13])C.Cl.[CH2:31](N)C. (4) Given the product [F:19][C:20]1[CH:21]=[CH:22][C:23]2[N:24]([C:26]([C:29]3[N:37]=[C:36]4[C:32]([NH:33][C:34](=[O:44])[N:35]4[CH:38]4[CH2:39][CH2:40][O:41][CH2:42][CH2:43]4)=[CH:31][N:30]=3)=[CH:27][N:28]=2)[CH:25]=1, predict the reactants needed to synthesize it. The reactants are: [F-].C([N+](CCCC)(CCCC)CCCC)CCC.[F:19][C:20]1[CH:21]=[CH:22][C:23]2[N:24]([C:26]([C:29]3[N:37]=[C:36]4[C:32]([N:33](COCC[Si](C)(C)C)[C:34](=[O:44])[N:35]4[CH:38]4[CH2:43][CH2:42][O:41][CH2:40][CH2:39]4)=[CH:31][N:30]=3)=[CH:27][N:28]=2)[CH:25]=1.